From a dataset of Forward reaction prediction with 1.9M reactions from USPTO patents (1976-2016). Predict the product of the given reaction. (1) Given the reactants C([N:8]1[CH2:13][CH2:12][CH:11]([N:14]([CH3:22])[C:15](=[O:21])[O:16][C:17]([CH3:20])([CH3:19])[CH3:18])[CH2:10][CH2:9]1)C1C=CC=CC=1, predict the reaction product. The product is: [CH3:22][N:14]([CH:11]1[CH2:10][CH2:9][NH:8][CH2:13][CH2:12]1)[C:15](=[O:21])[O:16][C:17]([CH3:20])([CH3:18])[CH3:19]. (2) Given the reactants [Cl:1][C:2]1[CH:3]=[C:4]2[C:9](=[CH:10][C:11]=1[C:12](O)=[O:13])[N:8]=[CH:7][N:6]=[C:5]2[NH:15][CH:16]([C:18]1[NH:22][C:21]2[CH:23]=[CH:24][C:25]([Cl:27])=[CH:26][C:20]=2[N:19]=1)[CH3:17].FC1C(OC(N(C)C)=[N+](C)C)=C(F)C(F)=C(F)C=1F.F[P-](F)(F)(F)(F)F.C(N(C(C)C)CC)(C)C.[NH:63]1[CH2:68][CH2:67][CH2:66][CH2:65][CH:64]1[C:69]([O:71][CH2:72][CH3:73])=[O:70].FC(F)(F)C(O)=O, predict the reaction product. The product is: [Cl:1][C:2]1[CH:3]=[C:4]2[C:9](=[CH:10][C:11]=1[C:12]([N:63]1[CH2:68][CH2:67][CH2:66][CH2:65][CH:64]1[C:69]([O:71][CH2:72][CH3:73])=[O:70])=[O:13])[N:8]=[CH:7][N:6]=[C:5]2[NH:15][CH:16]([C:18]1[NH:22][C:21]2[CH:23]=[CH:24][C:25]([Cl:27])=[CH:26][C:20]=2[N:19]=1)[CH3:17]. (3) Given the reactants C([O:4][CH2:5][C:6]1[CH:11]=[C:10]([C:12](=[O:29])[NH:13][CH:14]([C:16]2[CH:17]=[N:18][C:19]([O:23][CH2:24][C:25]([F:28])([F:27])[F:26])=[C:20]([CH3:22])[CH:21]=2)[CH3:15])[CH:9]=[C:8]([Cl:30])[N:7]=1)(=O)C.[OH-].[Na+].Cl, predict the reaction product. The product is: [Cl:30][C:8]1[CH:9]=[C:10]([CH:11]=[C:6]([CH2:5][OH:4])[N:7]=1)[C:12]([NH:13][CH:14]([C:16]1[CH:17]=[N:18][C:19]([O:23][CH2:24][C:25]([F:27])([F:28])[F:26])=[C:20]([CH3:22])[CH:21]=1)[CH3:15])=[O:29]. (4) Given the reactants [C:1]([O-:4])(O)=[O:2].[Na+].[F:6][C@H:7]1[C@H:11]([OH:12])[C@@H:10]([CH2:13][OH:14])[O:9][C@H:8]1[C:15]1[N:23]=[C:22]2[C:18](=[N:19][CH:20]=[N:21]2)[C:17]([O:25][CH3:26])([NH2:24])[N:16]=1, predict the reaction product. The product is: [F:6][C@H:7]1[C@H:11]([OH:12])[C@@H:10]([CH:13]([C:1]([OH:4])=[O:2])[OH:14])[O:9][C@H:8]1[C:15]1[N:23]=[C:22]2[C:18](=[N:19][CH:20]=[N:21]2)[C:17]([O:25][CH3:26])([NH2:24])[N:16]=1. (5) Given the reactants COCCN[S](F)(F)([F:12])NCCOC.[F:15][C:16]1[CH:17]=[C:18]([N:28]2[CH2:32][C@H:31]([CH2:33][N:34]3[CH:38]=[C:37]([CH2:39]O)[N:36]=[N:35]3)[O:30][C:29]2=[O:41])[CH:19]=[CH:20][C:21]=1[N:22]1[CH:26]=[C:25]([CH3:27])[N:24]=[CH:23]1, predict the reaction product. The product is: [F:15][C:16]1[CH:17]=[C:18]([N:28]2[CH2:32][C@H:31]([CH2:33][N:34]3[CH:38]=[C:37]([CH2:39][F:12])[N:36]=[N:35]3)[O:30][C:29]2=[O:41])[CH:19]=[CH:20][C:21]=1[N:22]1[CH:26]=[C:25]([CH3:27])[N:24]=[CH:23]1. (6) Given the reactants [Cl:1][C:2]1[CH:3]=[N:4][C:5]2[N:6]([N:8]=[C:9]([C:11]([OH:13])=O)[CH:10]=2)[CH:7]=1.[CH3:14][O:15][C:16]1[N:21]=[CH:20][C:19]([C:22]2[CH:31]=[C:30]3[C:25]([CH2:26][CH2:27][NH:28][CH:29]3[CH3:32])=[CH:24][CH:23]=2)=[CH:18][CH:17]=1, predict the reaction product. The product is: [Cl:1][C:2]1[CH:3]=[N:4][C:5]2[N:6]([N:8]=[C:9]([C:11]([N:28]3[CH2:27][CH2:26][C:25]4[C:30](=[CH:31][C:22]([C:19]5[CH:20]=[N:21][C:16]([O:15][CH3:14])=[CH:17][CH:18]=5)=[CH:23][CH:24]=4)[CH:29]3[CH3:32])=[O:13])[CH:10]=2)[CH:7]=1.